Dataset: Reaction yield outcomes from USPTO patents with 853,638 reactions. Task: Predict the reaction yield, written as a fraction of the theoretical maximum amount of product (1.0 means a 100% yield; for example, 0.34 means a 34% yield). (1) The reactants are [CH2:1]([CH:3]1[CH2:12][C:11]2[C:6](=[CH:7][CH:8]=[C:9]([C:13]3[CH:14]=[N:15][N:16]([CH3:18])[CH:17]=3)[CH:10]=2)[NH:5][CH2:4]1)[CH3:2].Br[C:20]1[C:24]2[CH2:25][N:26]([C:29](=[O:31])[CH3:30])[CH2:27][CH2:28][C:23]=2[N:22]([C@H:32]2[CH2:36][CH2:35][O:34][CH2:33]2)[N:21]=1.COC(C)(C)C.C1(P(C2CCCCC2)C2C=CC=CC=2C2C(OC(C)C)=CC=CC=2OC(C)C)CCCCC1.C(O[Na])(C)(C)C. The catalyst is O1CCOCC1. The product is [CH2:1]([CH:3]1[CH2:12][C:11]2[C:6](=[CH:7][CH:8]=[C:9]([C:13]3[CH:14]=[N:15][N:16]([CH3:18])[CH:17]=3)[CH:10]=2)[N:5]([C:20]2[C:24]3[CH2:25][N:26]([C:29](=[O:31])[CH3:30])[CH2:27][CH2:28][C:23]=3[N:22]([CH:32]3[CH2:36][CH2:35][O:34][CH2:33]3)[N:21]=2)[CH2:4]1)[CH3:2]. The yield is 0.110. (2) The reactants are [Cl:1][C:2]([F:14])([F:13])[C:3]1[CH:8]=[CH:7][C:6]([CH:9]([S:11][CH3:12])[CH3:10])=[CH:5][N:4]=1.[N:15]#[C:16][NH2:17].C(O)(=O)C.C(O)(=O)C.IC1C=CC=CC=1. The catalyst is C1COCC1. The product is [Cl:1][C:2]([F:13])([F:14])[C:3]1[N:4]=[CH:5][C:6]([CH:9]([S:11]([CH3:12])=[N:17][C:16]#[N:15])[CH3:10])=[CH:7][CH:8]=1. The yield is 0.480. (3) The reactants are [N:1]1([CH2:8][CH2:9][O:10][C:11]2[CH:38]=[CH:37][C:14]([C:15]([C:17]3[C:26]4[C:21](=[CH:22][C:23]([O:27][CH3:28])=[CH:24][CH:25]=4)[CH:20]=[CH:19][C:18]=3OS(C(F)(F)F)(=O)=O)=[O:16])=[CH:13][CH:12]=2)[CH2:7][CH2:6][CH2:5][CH2:4][CH2:3][CH2:2]1.[F:39][C:40]1[CH:45]=[CH:44][CH:43]=[CH:42][C:41]=1B(O)O.[F-].[Cs+]. The catalyst is C(#N)C.Cl[Pd](Cl)([P](C1C=CC=CC=1)(C1C=CC=CC=1)C1C=CC=CC=1)[P](C1C=CC=CC=1)(C1C=CC=CC=1)C1C=CC=CC=1. The product is [N:1]1([CH2:8][CH2:9][O:10][C:11]2[CH:38]=[CH:37][C:14]([C:15]([C:17]3[C:26]4[C:21](=[CH:22][C:23]([O:27][CH3:28])=[CH:24][CH:25]=4)[CH:20]=[CH:19][C:18]=3[C:41]3[CH:42]=[CH:43][CH:44]=[CH:45][C:40]=3[F:39])=[O:16])=[CH:13][CH:12]=2)[CH2:7][CH2:6][CH2:5][CH2:4][CH2:3][CH2:2]1. The yield is 0.720. (4) The reactants are CC1(C)[O:6][C@H:5]([CH2:7][OH:8])[CH2:4][O:3]1.[OH-].[K+].[CH2:12]([CH:20]([CH2:27][CH2:28][CH2:29][CH2:30][CH2:31][CH2:32][CH2:33][CH2:34][CH2:35][CH3:36])COS(C)(=O)=O)[CH2:13][CH2:14][CH2:15][CH2:16][CH2:17][CH2:18][CH3:19].O.[CH:38]1C=CC=CC=1. No catalyst specified. The product is [CH3:38][CH:30]([CH:29]([CH:7]([CH:5]([CH2:4][OH:3])[OH:6])[OH:8])[CH2:28][CH2:27][CH2:20][CH2:12][CH2:13][CH2:14][CH2:15][CH2:16][CH2:17][CH2:18][CH3:19])[CH2:31][CH2:32][CH2:33][CH2:34][CH2:35][CH3:36]. The yield is 0.755. (5) The reactants are [C:1]([O:6][CH2:7][C:8]1[CH:13]=[CH:12][CH:11]=[CH:10][CH:9]=1)(=[O:5])[C:2](C)=[CH2:3].[O:14]=[O+][O-].CSC. The catalyst is ClCCl.CO. The product is [C:1]([O:6][CH2:7][C:8]1[CH:13]=[CH:12][CH:11]=[CH:10][CH:9]=1)(=[O:5])[C:2]([CH3:3])=[O:14]. The yield is 1.00. (6) The reactants are [Br:1][C:2]1[CH:3]=[C:4]([NH2:9])[C:5]([NH2:8])=[N:6][CH:7]=1.[N:10]([CH2:13][CH3:14])=[C:11]=S.C(N=C=NC(C)C)(C)C.C(OCC)(=O)C. The catalyst is CN1C(=O)CCC1.O. The product is [Br:1][C:2]1[CH:3]=[C:4]2[N:9]=[C:11]([NH:10][CH2:13][CH3:14])[NH:8][C:5]2=[N:6][CH:7]=1. The yield is 0.750. (7) The reactants are [NH2:1][C:2]1[CH:7]=[C:6]([CH2:8][C:9]([C:11]2[CH:16]=[CH:15][CH:14]=[C:13]([CH3:17])[CH:12]=2)=[O:10])[CH:5]=[CH:4][N:3]=1.[C:18](Cl)(=[O:25])[C:19]1[CH:24]=[CH:23][CH:22]=[CH:21][CH:20]=1.C(N(CC)CC)C.O. The catalyst is C(#N)C. The product is [CH3:17][C:13]1[CH:12]=[C:11]([C:9](=[O:10])[CH2:8][C:6]2[CH:5]=[CH:4][N:3]=[C:2]([NH:1][C:18](=[O:25])[C:19]3[CH:24]=[CH:23][CH:22]=[CH:21][CH:20]=3)[CH:7]=2)[CH:16]=[CH:15][CH:14]=1. The yield is 0.560. (8) The reactants are [C:1]([O:5][C:6](=[O:22])[NH:7][CH2:8][CH2:9][C:10]1[C:18]2[C:13](=[CH:14][C:15]([N+:19]([O-])=O)=[CH:16][CH:17]=2)[NH:12][CH:11]=1)([CH3:4])([CH3:3])[CH3:2]. The catalyst is CCO.[Ni]. The product is [C:1]([O:5][C:6](=[O:22])[NH:7][CH2:8][CH2:9][C:10]1[C:18]2[C:13](=[CH:14][C:15]([NH2:19])=[CH:16][CH:17]=2)[NH:12][CH:11]=1)([CH3:4])([CH3:2])[CH3:3]. The yield is 0.670. (9) The reactants are [N+:1]([C:4]1[CH:9]=[CH:8][C:7]([CH2:10][CH2:11][C:12](=[O:17])[CH2:13][C:14](=[O:16])[CH3:15])=[CH:6][CH:5]=1)([O-])=O.[Si]([CH:22]([OH:29])[CH:23](O)[Si](C)(C)C)(C)(C)C.[Si](OS(C(F)(F)F)(=O)=O)(C)(C)C.[H][H].[CH3:44][CH2:45][O:46]C(C)=O. The catalyst is C(Cl)Cl. The product is [CH3:15][C:14]1([CH2:13][C:12]2([CH2:11][CH2:10][C:7]3[CH:8]=[CH:9][C:4]([NH2:1])=[CH:5][CH:6]=3)[O:17][CH2:23][CH2:22][O:29]2)[O:46][CH2:45][CH2:44][O:16]1. The yield is 1.00.